Regression. Given two drug SMILES strings and cell line genomic features, predict the synergy score measuring deviation from expected non-interaction effect. From a dataset of NCI-60 drug combinations with 297,098 pairs across 59 cell lines. (1) Drug 1: C1=CC(=CC=C1CCC2=CNC3=C2C(=O)NC(=N3)N)C(=O)NC(CCC(=O)O)C(=O)O. Drug 2: CS(=O)(=O)OCCCCOS(=O)(=O)C. Cell line: IGROV1. Synergy scores: CSS=29.3, Synergy_ZIP=-2.09, Synergy_Bliss=3.12, Synergy_Loewe=-29.7, Synergy_HSA=5.41. (2) Drug 1: CS(=O)(=O)C1=CC(=C(C=C1)C(=O)NC2=CC(=C(C=C2)Cl)C3=CC=CC=N3)Cl. Drug 2: COC1=CC(=CC(=C1O)OC)C2C3C(COC3=O)C(C4=CC5=C(C=C24)OCO5)OC6C(C(C7C(O6)COC(O7)C8=CC=CS8)O)O. Cell line: UO-31. Synergy scores: CSS=49.0, Synergy_ZIP=5.65, Synergy_Bliss=5.91, Synergy_Loewe=4.75, Synergy_HSA=8.68. (3) Drug 1: CC(C1=C(C=CC(=C1Cl)F)Cl)OC2=C(N=CC(=C2)C3=CN(N=C3)C4CCNCC4)N. Drug 2: C1CC(=O)NC(=O)C1N2C(=O)C3=CC=CC=C3C2=O. Cell line: RPMI-8226. Synergy scores: CSS=9.06, Synergy_ZIP=6.82, Synergy_Bliss=8.11, Synergy_Loewe=-0.0334, Synergy_HSA=1.98.